Dataset: Human liver microsome stability data. Task: Regression/Classification. Given a drug SMILES string, predict its absorption, distribution, metabolism, or excretion properties. Task type varies by dataset: regression for continuous measurements (e.g., permeability, clearance, half-life) or binary classification for categorical outcomes (e.g., BBB penetration, CYP inhibition). Dataset: hlm. (1) The molecule is CCOC(=O)N1CC/C(=C\C#Cc2cccc(C)n2)C1. The result is 0 (unstable in human liver microsomes). (2) The molecule is CCN(CC)C(=O)c1nc(C(=O)NCC(C)(C)O)sc1-c1ccc(S(=O)(=O)N[C@@H](C)C(F)(F)F)c(Cl)c1Cl. The result is 0 (unstable in human liver microsomes). (3) The molecule is CCc1nc2cc(Cl)ccn2c1C(=O)NCc1ccc2oc(C)nc2c1. The result is 0 (unstable in human liver microsomes). (4) The compound is CCS(=O)(=O)CCCOc1cc2ncnc(N3CCN(C(=O)Nc4ccc(OC(C)C)cc4)CC3)c2cc1OC. The result is 0 (unstable in human liver microsomes). (5) The drug is CC[C@H]1OC(=O)[C@H](C)[C@@H](O)[C@H](C)[C@@H](O[C@@H]2O[C@H](C)C[C@H](N(C)C)[C@H]2O)[C@](C)(O)C[C@@H](C)CN(CCCNC(=S)NCc2ccccc2)[C@H](C)[C@@H](O)[C@]1(C)O. The result is 0 (unstable in human liver microsomes).